This data is from Peptide-MHC class II binding affinity with 134,281 pairs from IEDB. The task is: Regression. Given a peptide amino acid sequence and an MHC pseudo amino acid sequence, predict their binding affinity value. This is MHC class II binding data. The peptide sequence is QRMMAEIDTDGDGFI. The MHC is HLA-DQA10104-DQB10503 with pseudo-sequence HLA-DQA10104-DQB10503. The binding affinity (normalized) is 0.235.